From a dataset of HIV replication inhibition screening data with 41,000+ compounds from the AIDS Antiviral Screen. Binary Classification. Given a drug SMILES string, predict its activity (active/inactive) in a high-throughput screening assay against a specified biological target. The molecule is COc1ccc(-c2sc(N)c(C#N)c2C)cc1OC. The result is 0 (inactive).